This data is from NCI-60 drug combinations with 297,098 pairs across 59 cell lines. The task is: Regression. Given two drug SMILES strings and cell line genomic features, predict the synergy score measuring deviation from expected non-interaction effect. (1) Drug 1: CC1=C(C(CCC1)(C)C)C=CC(=CC=CC(=CC(=O)O)C)C. Drug 2: COCCOC1=C(C=C2C(=C1)C(=NC=N2)NC3=CC=CC(=C3)C#C)OCCOC.Cl. Cell line: HL-60(TB). Synergy scores: CSS=39.2, Synergy_ZIP=2.30, Synergy_Bliss=4.68, Synergy_Loewe=-2.40, Synergy_HSA=6.69. (2) Drug 1: CC(C1=C(C=CC(=C1Cl)F)Cl)OC2=C(N=CC(=C2)C3=CN(N=C3)C4CCNCC4)N. Drug 2: CNC(=O)C1=CC=CC=C1SC2=CC3=C(C=C2)C(=NN3)C=CC4=CC=CC=N4. Cell line: HL-60(TB). Synergy scores: CSS=24.8, Synergy_ZIP=4.34, Synergy_Bliss=10.1, Synergy_Loewe=3.70, Synergy_HSA=6.33. (3) Drug 1: C1=CC=C(C=C1)NC(=O)CCCCCCC(=O)NO. Drug 2: C1CN(CCN1C(=O)CCBr)C(=O)CCBr. Cell line: HOP-92. Synergy scores: CSS=25.7, Synergy_ZIP=-5.12, Synergy_Bliss=0.828, Synergy_Loewe=2.04, Synergy_HSA=2.08. (4) Drug 1: CC12CCC(CC1=CCC3C2CCC4(C3CC=C4C5=CN=CC=C5)C)O. Drug 2: C1=NNC2=C1C(=O)NC=N2. Cell line: KM12. Synergy scores: CSS=15.7, Synergy_ZIP=-7.36, Synergy_Bliss=-1.91, Synergy_Loewe=-2.08, Synergy_HSA=-1.75. (5) Synergy scores: CSS=4.18, Synergy_ZIP=-1.22, Synergy_Bliss=-0.284, Synergy_Loewe=-0.926, Synergy_HSA=0.315. Drug 2: CC12CCC3C(C1CCC2O)C(CC4=C3C=CC(=C4)O)CCCCCCCCCS(=O)CCCC(C(F)(F)F)(F)F. Drug 1: CN1CCC(CC1)COC2=C(C=C3C(=C2)N=CN=C3NC4=C(C=C(C=C4)Br)F)OC. Cell line: U251.